This data is from Peptide-MHC class II binding affinity with 134,281 pairs from IEDB. The task is: Regression. Given a peptide amino acid sequence and an MHC pseudo amino acid sequence, predict their binding affinity value. This is MHC class II binding data. (1) The peptide sequence is WHTTKGAALMSGEGRL. The MHC is DRB5_0101 with pseudo-sequence DRB5_0101. The binding affinity (normalized) is 0.0684. (2) The MHC is HLA-DPA10201-DPB10501 with pseudo-sequence HLA-DPA10201-DPB10501. The peptide sequence is CSGEPVVVHITDDNE. The binding affinity (normalized) is 0. (3) The peptide sequence is VGSKLIVAMSSWLQK. The MHC is DRB1_0101 with pseudo-sequence DRB1_0101. The binding affinity (normalized) is 0.779. (4) The peptide sequence is PCREQDELIGRGRVS. The MHC is DRB3_0301 with pseudo-sequence DRB3_0301. The binding affinity (normalized) is 0.728. (5) The peptide sequence is LGASQRGVGVAQGGV. The MHC is HLA-DQA10102-DQB10501 with pseudo-sequence HLA-DQA10102-DQB10501. The binding affinity (normalized) is 0. (6) The peptide sequence is INEPTAAAIAYGLDL. The MHC is HLA-DQA10501-DQB10301 with pseudo-sequence HLA-DQA10501-DQB10301. The binding affinity (normalized) is 0.816. (7) The peptide sequence is GAMVATNFFGINTIP. The MHC is HLA-DPA10301-DPB10402 with pseudo-sequence HLA-DPA10301-DPB10402. The binding affinity (normalized) is 0.601.